From a dataset of Forward reaction prediction with 1.9M reactions from USPTO patents (1976-2016). Predict the product of the given reaction. (1) The product is: [C:30]([CH2:29][C:26]1[CH:25]=[CH:24][C:23]([CH:20]2[CH2:21][CH2:22][CH:17]([N:15]3[CH2:16][CH:13]([NH:12][C:10]([CH2:9][NH:8][C:6](=[O:7])[C:5]4[CH:33]=[CH:34][CH:35]=[C:3]([C:2]([F:1])([F:36])[F:37])[CH:4]=4)=[O:11])[CH2:14]3)[CH2:18][CH2:19]2)=[CH:28][CH:27]=1)(=[O:31])[NH2:40]. Given the reactants [F:1][C:2]([F:37])([F:36])[C:3]1[CH:4]=[C:5]([CH:33]=[CH:34][CH:35]=1)[C:6]([NH:8][CH2:9][C:10]([NH:12][CH:13]1[CH2:16][N:15]([CH:17]2[CH2:22][CH2:21][CH:20]([C:23]3[CH:28]=[CH:27][C:26]([CH2:29][C:30](O)=[O:31])=[CH:25][CH:24]=3)[CH2:19][CH2:18]2)[CH2:14]1)=[O:11])=[O:7].CC[N:40]=C=NCCCN(C)C.C1C=CC2N(O)N=NC=2C=1.N, predict the reaction product. (2) Given the reactants [CH2:1]([C:5]1C=NC=C[N:6]=1)CC=C.C[N+]1([O-])CC[O:15][CH2:14]C1.[N:19]1[CH:24]=[CH:23][CH:22]=[CH:21][CH:20]=1.[O-:25]S([O-])=O.[Na+].[Na+], predict the reaction product. The product is: [N:6]1[CH:5]=[CH:1][N:19]=[CH:24][C:23]=1[CH2:22][CH2:21][CH:20]([OH:25])[CH2:14][OH:15].